This data is from Catalyst prediction with 721,799 reactions and 888 catalyst types from USPTO. The task is: Predict which catalyst facilitates the given reaction. (1) Reactant: [Cl:1][C:2]1[CH:11]=[C:10]2[C:5]([C:6]([N:12]3[CH2:17][CH2:16][NH:15][CH2:14][CH2:13]3)=[CH:7][CH:8]=[N:9]2)=[CH:4][CH:3]=1.[CH2:18]([N:25]=[C:26]=[O:27])[C:19]1[CH:24]=[CH:23][CH:22]=[CH:21][CH:20]=1.CCCCCC.CCOC(C)=O. Product: [CH2:18]([NH:25][C:26]([N:15]1[CH2:16][CH2:17][N:12]([C:6]2[C:5]3[C:10](=[CH:11][C:2]([Cl:1])=[CH:3][CH:4]=3)[N:9]=[CH:8][CH:7]=2)[CH2:13][CH2:14]1)=[O:27])[C:19]1[CH:24]=[CH:23][CH:22]=[CH:21][CH:20]=1. The catalyst class is: 1. (2) Reactant: [H-].[Na+].[C:3]([NH:10][CH2:11][CH2:12][OH:13])([O:5][C:6]([CH3:9])([CH3:8])[CH3:7])=[O:4].Cl[C:15]1[C:28]2[C:19](=[C:20]3[C:25](=[CH:26][CH:27]=2)[CH:24]=[CH:23][CH:22]=[N:21]3)[N:18]=[C:17]([CH3:29])[CH:16]=1. Product: [C:6]([O:5][C:3](=[O:4])[NH:10][CH2:11][CH2:12][O:13][C:15]1[C:28]2[C:19](=[C:20]3[C:25](=[CH:26][CH:27]=2)[CH:24]=[CH:23][CH:22]=[N:21]3)[N:18]=[C:17]([CH3:29])[CH:16]=1)([CH3:7])([CH3:8])[CH3:9]. The catalyst class is: 1. (3) Reactant: [Cl:1][C:2]1[S:6][C:5]([C:7]2[C:11]([I:12])=[C:10]([CH3:13])[NH:9][N:8]=2)=[CH:4][CH:3]=1.[H-].[Na+].I[CH:17]([CH3:19])[CH3:18].[Cl-].[NH4+]. Product: [Cl:1][C:2]1[S:6][C:5]([C:7]2[C:11]([I:12])=[C:10]([CH3:13])[N:9]([CH:17]([CH3:19])[CH3:18])[N:8]=2)=[CH:4][CH:3]=1. The catalyst class is: 9. (4) Reactant: C([Li])CCC.Br[C:7]1[CH:12]=[CH:11][CH:10]=[C:9]([Br:13])[N:8]=1.[C:14]1(=[O:18])[CH2:17][CH2:16][CH2:15]1.[NH4+].[Cl-]. Product: [Br:13][C:9]1[N:8]=[C:7]([C:14]2([OH:18])[CH2:17][CH2:16][CH2:15]2)[CH:12]=[CH:11][CH:10]=1. The catalyst class is: 4. (5) Reactant: [CH2:1]([O:3][C:4](=[O:29])[CH2:5][CH2:6][CH2:7][O:8][C:9]1[CH:14]=[CH:13][CH:12]=[C:11]([CH2:15][CH2:16][CH2:17][CH2:18][CH2:19][CH2:20]Br)[C:10]=1[CH2:22][CH2:23][C:24]([O:26][CH2:27][CH3:28])=[O:25])[CH3:2].[C:30]([O:34][C:35]([NH:37][C:38]1[CH:43]=[C:42]([I:44])[CH:41]=[C:40]([I:45])[CH:39]=1)=[O:36])([CH3:33])([CH3:32])[CH3:31].[H-].[Na+]. Product: [CH2:1]([O:3][C:4](=[O:29])[CH2:5][CH2:6][CH2:7][O:8][C:9]1[CH:14]=[CH:13][CH:12]=[C:11]([CH2:15][CH2:16][CH2:17][CH2:18][CH2:19][CH2:20][N:37]([C:35]([O:34][C:30]([CH3:33])([CH3:32])[CH3:31])=[O:36])[C:38]2[CH:39]=[C:40]([I:45])[CH:41]=[C:42]([I:44])[CH:43]=2)[C:10]=1[CH2:22][CH2:23][C:24]([O:26][CH2:27][CH3:28])=[O:25])[CH3:2]. The catalyst class is: 31. (6) Product: [Br:17][C:18]1[CH:25]=[CH:24][CH:23]=[C:22]([N:10]2[N:9]=[CH:8][C:7]3[C:12](=[C:13]([F:15])[CH:14]=[C:5]([C:1]([CH3:4])([CH3:2])[CH3:3])[CH:6]=3)[C:11]2=[O:16])[C:19]=1[CH:20]=[O:21]. The catalyst class is: 18. Reactant: [C:1]([C:5]1[CH:6]=[C:7]2[C:12](=[C:13]([F:15])[CH:14]=1)[C:11](=[O:16])[NH:10][N:9]=[CH:8]2)([CH3:4])([CH3:3])[CH3:2].[Br:17][C:18]1[CH:25]=[CH:24][CH:23]=[C:22](F)[C:19]=1[CH:20]=[O:21].C(=O)([O-])[O-].[Cs+].[Cs+].CO[Si](C)(C)C.